This data is from TCR-epitope binding with 47,182 pairs between 192 epitopes and 23,139 TCRs. The task is: Binary Classification. Given a T-cell receptor sequence (or CDR3 region) and an epitope sequence, predict whether binding occurs between them. (1) The epitope is ILGLPTQTV. The TCR CDR3 sequence is CASSETGSSYEQYF. Result: 1 (the TCR binds to the epitope). (2) The epitope is FLNGSCGSV. The TCR CDR3 sequence is CATGTTGNTEAFF. Result: 0 (the TCR does not bind to the epitope). (3) The epitope is LPPAYTNSF. The TCR CDR3 sequence is CASGHNGWEDNEQFF. Result: 0 (the TCR does not bind to the epitope). (4) The epitope is KLPDDFTGCV. The TCR CDR3 sequence is CASSDETAGPETQYF. Result: 1 (the TCR binds to the epitope). (5) The epitope is ATVVIGTSK. The TCR CDR3 sequence is CASSQDLATGGPEAFF. Result: 1 (the TCR binds to the epitope). (6) The epitope is HTTDPSFLGRY. The TCR CDR3 sequence is CASSELASGSYEQYF. Result: 0 (the TCR does not bind to the epitope). (7) The epitope is ARMILMTHF. The TCR CDR3 sequence is CASSQVHLGQSTLNTEAFF. Result: 1 (the TCR binds to the epitope). (8) The epitope is SEVGPEHSLAEY. Result: 1 (the TCR binds to the epitope). The TCR CDR3 sequence is CASRQGASYEQYF. (9) The TCR CDR3 sequence is CASSSTGFNEQYF. Result: 1 (the TCR binds to the epitope). The epitope is ILGLPTQTV.